From a dataset of Reaction yield outcomes from USPTO patents with 853,638 reactions. Predict the reaction yield, written as a fraction of the theoretical maximum amount of product (1.0 means a 100% yield; for example, 0.34 means a 34% yield). (1) The reactants are [NH2:1][CH2:2][C@H:3]([NH:7][C:8]([O:10][CH2:11][C:12]1[CH:17]=[CH:16][CH:15]=[CH:14][CH:13]=1)=[O:9])[C:4]([OH:6])=[O:5].N#N.[CH3:20][C:21](=[CH2:23])[CH3:22].OS(O)(=O)=O.C([O-])(O)=O.[Na+]. The catalyst is O1CCOCC1.C(OCC)C. The product is [NH2:1][CH2:2][C@H:3]([NH:7][C:8]([O:10][CH2:11][C:12]1[CH:17]=[CH:16][CH:15]=[CH:14][CH:13]=1)=[O:9])[C:4]([O:6][C:21]([CH3:23])([CH3:22])[CH3:20])=[O:5]. The yield is 0.780. (2) The catalyst is C1COCC1. The yield is 0.843. The reactants are [CH3:1][Mg]Cl.CON(C)[C:7]([CH:9]1[CH2:14][CH2:13][N:12]([C:15]([O:17][C:18]([CH3:21])([CH3:20])[CH3:19])=[O:16])[CH2:11][CH:10]1[CH3:22])=[O:8]. The product is [C:7]([CH:9]1[CH2:14][CH2:13][N:12]([C:15]([O:17][C:18]([CH3:19])([CH3:20])[CH3:21])=[O:16])[CH2:11][CH:10]1[CH3:22])(=[O:8])[CH3:1]. (3) The reactants are [C:1]([O:5][C:6]([N:8]1[CH2:13][CH2:12][CH2:11][CH2:10][C@@H:9]1[CH:14]=[N:15][OH:16])=[O:7])([CH3:4])([CH3:3])[CH3:2].[Cl:17]N1C(=O)CCC1=O. The catalyst is CN(C=O)C.C(OCC)(=O)C. The product is [Cl:17][C:14](=[N:15][OH:16])[C@H:9]1[CH2:10][CH2:11][CH2:12][CH2:13][N:8]1[C:6]([O:5][C:1]([CH3:4])([CH3:2])[CH3:3])=[O:7]. The yield is 0.850. (4) The reactants are [NH:1]1[C:5]2=[N:6][CH:7]=[C:8]([OH:10])[CH:9]=[C:4]2[CH:3]=[CH:2]1.N1C=CN=C1.[CH:16]([Si:19](Cl)([CH:23]([CH3:25])[CH3:24])[CH:20]([CH3:22])[CH3:21])([CH3:18])[CH3:17].ClCCl. The catalyst is CN(C)C=O. The yield is 0.400. The product is [CH:16]([Si:19]([CH:23]([CH3:25])[CH3:24])([CH:20]([CH3:22])[CH3:21])[O:10][C:8]1[CH:9]=[C:4]2[CH:3]=[CH:2][NH:1][C:5]2=[N:6][CH:7]=1)([CH3:18])[CH3:17]. (5) The reactants are [CH2:1]([Br:8])[C:2]1[CH:7]=[CH:6][CH:5]=[CH:4][CH:3]=1.[N:9]1([C:25]([O:27][C:28]([CH3:31])([CH3:30])[CH3:29])=[O:26])[CH:13]2[CH2:14][N:15]([C:18]([O:20][C:21]([CH3:24])([CH3:23])[CH3:22])=[O:19])[CH2:16][CH2:17][N:12]2[CH2:11][CH2:10]1. The catalyst is C(#N)C. The product is [Br-:8].[CH2:1]([N+:12]12[CH2:11][CH2:10][N:9]([C:25]([O:27][C:28]([CH3:31])([CH3:30])[CH3:29])=[O:26])[CH:13]1[CH2:14][N:15]([C:18]([O:20][C:21]([CH3:24])([CH3:23])[CH3:22])=[O:19])[CH2:16][CH2:17]2)[C:2]1[CH:7]=[CH:6][CH:5]=[CH:4][CH:3]=1. The yield is 0.610. (6) The catalyst is ClCCl. The yield is 0.540. The reactants are [F:1][C:2]1[CH:7]=[C:6]([O:8][C@H:9]2[CH2:13][CH2:12][CH2:11][C@@H:10]2[C:14]2[N:18]([CH3:19])[N:17]=[CH:16][CH:15]=2)[CH:5]=[C:4]([F:20])[C:3]=1[S:21]([N:24](CC1C=CC(OC)=CC=1OC)C(=O)OC(C)(C)C)(=[O:23])=[O:22].C([SiH](CC)CC)C.FC(F)(F)C(O)=O. The product is [F:20][C:4]1[CH:5]=[C:6]([O:8][C@H:9]2[CH2:13][CH2:12][CH2:11][C@@H:10]2[C:14]2[N:18]([CH3:19])[N:17]=[CH:16][CH:15]=2)[CH:7]=[C:2]([F:1])[C:3]=1[S:21]([NH2:24])(=[O:23])=[O:22]. (7) The reactants are I[C:2]1[CH:3]=[C:4]([NH:8][S:9]([CH3:12])(=[O:11])=[O:10])[CH:5]=[CH:6][CH:7]=1.[CH2:13]([OH:16])[CH:14]=[CH2:15].C(=O)([O-])O.[Na+]. The catalyst is [Cl-].C([N+](CCCC)(CCCC)CCCC)CCC.CN(C)C=O.Cl.[Pd](Cl)Cl. The product is [O:16]=[CH:13][CH2:14][CH2:15][C:2]1[CH:3]=[C:4]([NH:8][S:9]([CH3:12])(=[O:11])=[O:10])[CH:5]=[CH:6][CH:7]=1. The yield is 0.600. (8) The reactants are Cl[C:2]1[CH:3]=[C:4]([C:9]2[N:13]3[CH:14]=[CH:15][C:16]([C:19]([OH:22])([CH3:21])[CH3:20])=[C:17]([F:18])[C:12]3=[N:11][CH:10]=2)[CH:5]=[CH:6][C:7]=1[F:8].[F:23][C:24]([F:35])([F:34])[C:25]1[CH:30]=[CH:29][C:28](B(O)O)=[CH:27][CH:26]=1. No catalyst specified. The product is [F:18][C:17]1[C:12]2[N:13]([C:9]([C:4]3[CH:5]=[CH:6][C:7]([F:8])=[C:2]([C:28]4[CH:29]=[CH:30][C:25]([C:24]([F:35])([F:34])[F:23])=[CH:26][CH:27]=4)[CH:3]=3)=[CH:10][N:11]=2)[CH:14]=[CH:15][C:16]=1[C:19]([OH:22])([CH3:21])[CH3:20]. The yield is 0.0700. (9) The reactants are [CH3:1][C:2]1[C:9]([N+:10]([O-:12])=[O:11])=[CH:8][C:5]([C:6]#[N:7])=[CH:4][C:3]=1[N+:13]([O-:15])=[O:14].[NH2:16]N1C=NN=C1.CS(C)=O.CC(C)([O-])C.[Li+]. The catalyst is C(O)(=O)C. The product is [NH2:16][C:8]1[C:9]([N+:10]([O-:12])=[O:11])=[C:2]([CH3:1])[C:3]([N+:13]([O-:15])=[O:14])=[CH:4][C:5]=1[C:6]#[N:7]. The yield is 0.870.